Dataset: NCI-60 drug combinations with 297,098 pairs across 59 cell lines. Task: Regression. Given two drug SMILES strings and cell line genomic features, predict the synergy score measuring deviation from expected non-interaction effect. Drug 1: C1=C(C(=O)NC(=O)N1)N(CCCl)CCCl. Drug 2: CCC1(C2=C(COC1=O)C(=O)N3CC4=CC5=C(C=CC(=C5CN(C)C)O)N=C4C3=C2)O.Cl. Cell line: CAKI-1. Synergy scores: CSS=59.8, Synergy_ZIP=-5.56, Synergy_Bliss=-2.65, Synergy_Loewe=0.306, Synergy_HSA=1.19.